Dataset: NCI-60 drug combinations with 297,098 pairs across 59 cell lines. Task: Regression. Given two drug SMILES strings and cell line genomic features, predict the synergy score measuring deviation from expected non-interaction effect. (1) Drug 1: CC1=C(C(=CC=C1)Cl)NC(=O)C2=CN=C(S2)NC3=CC(=NC(=N3)C)N4CCN(CC4)CCO. Drug 2: CC(C)NC(=O)C1=CC=C(C=C1)CNNC.Cl. Cell line: OVCAR-4. Synergy scores: CSS=-1.52, Synergy_ZIP=1.59, Synergy_Bliss=2.31, Synergy_Loewe=-1.80, Synergy_HSA=-1.79. (2) Drug 1: C1C(C(OC1N2C=C(C(=O)NC2=O)F)CO)O. Cell line: NCI-H522. Synergy scores: CSS=32.6, Synergy_ZIP=-1.57, Synergy_Bliss=1.80, Synergy_Loewe=-12.8, Synergy_HSA=1.09. Drug 2: CCC1(CC2CC(C3=C(CCN(C2)C1)C4=CC=CC=C4N3)(C5=C(C=C6C(=C5)C78CCN9C7C(C=CC9)(C(C(C8N6C=O)(C(=O)OC)O)OC(=O)C)CC)OC)C(=O)OC)O.OS(=O)(=O)O. (3) Drug 1: CCN(CC)CCNC(=O)C1=C(NC(=C1C)C=C2C3=C(C=CC(=C3)F)NC2=O)C. Drug 2: CN(CC1=CN=C2C(=N1)C(=NC(=N2)N)N)C3=CC=C(C=C3)C(=O)NC(CCC(=O)O)C(=O)O. Cell line: U251. Synergy scores: CSS=31.1, Synergy_ZIP=1.99, Synergy_Bliss=1.02, Synergy_Loewe=-33.4, Synergy_HSA=1.66. (4) Drug 2: CC1=C(C(=O)C2=C(C1=O)N3CC4C(C3(C2COC(=O)N)OC)N4)N. Synergy scores: CSS=71.0, Synergy_ZIP=-0.903, Synergy_Bliss=-2.27, Synergy_Loewe=-3.81, Synergy_HSA=-1.87. Drug 1: CCC1(CC2CC(C3=C(CCN(C2)C1)C4=CC=CC=C4N3)(C5=C(C=C6C(=C5)C78CCN9C7C(C=CC9)(C(C(C8N6C)(C(=O)OC)O)OC(=O)C)CC)OC)C(=O)OC)O.OS(=O)(=O)O. Cell line: SR.